From a dataset of Full USPTO retrosynthesis dataset with 1.9M reactions from patents (1976-2016). Predict the reactants needed to synthesize the given product. (1) Given the product [Br:9][C:10]1[CH:16]=[CH:15][CH:14]=[CH:13][C:11]=1[NH:12][C:6](=[O:7])[CH:5]=[CH:4][O:3][CH2:1][CH3:2], predict the reactants needed to synthesize it. The reactants are: [CH2:1]([O:3][CH:4]=[CH:5][C:6](Cl)=[O:7])[CH3:2].[Br:9][C:10]1[CH:16]=[CH:15][CH:14]=[CH:13][C:11]=1[NH2:12]. (2) Given the product [CH2:32]([C:26]1[C:25]2[C:29](=[CH:30][CH:31]=[C:23]([NH:22][C:8]([C:7]3[CH:6]([C:11]4[CH:20]=[CH:19][C:18]5[C:13](=[CH:14][CH:15]=[CH:16][CH:17]=5)[CH:12]=4)[CH2:5][C:4](=[O:21])[NH:3][C:2]=3[CH3:1])=[O:9])[CH:24]=2)[NH:28][N:27]=1)[CH3:33], predict the reactants needed to synthesize it. The reactants are: [CH3:1][C:2]1[NH:3][C:4](=[O:21])[CH2:5][CH:6]([C:11]2[CH:20]=[CH:19][C:18]3[C:13](=[CH:14][CH:15]=[CH:16][CH:17]=3)[CH:12]=2)[C:7]=1[C:8](O)=[O:9].[NH2:22][C:23]1[CH:24]=[C:25]2[C:29](=[CH:30][CH:31]=1)[NH:28][N:27]=[C:26]2[CH2:32][CH3:33].C(Cl)CCl.CCN(CC)CC. (3) Given the product [CH3:19][C:20]1[CH:21]=[C:22]([N:23]2[CH2:30][C:12]3[CH:13]=[C:14]4[C:9](=[CH:10][C:11]=3[O:29][CH2:28]2)[O:8][CH2:7][C:6]([C:5]2[CH:17]=[CH:18][C:2]([OH:1])=[CH:3][CH:4]=2)=[CH:15]4)[CH:24]=[CH:25][C:26]=1[CH3:27], predict the reactants needed to synthesize it. The reactants are: [OH:1][C:2]1[CH:18]=[CH:17][C:5]([C:6]2[CH2:7][O:8][C:9]3[C:14]([CH:15]=2)=[CH:13][CH:12]=[C:11](O)[CH:10]=3)=[CH:4][CH:3]=1.[CH3:19][C:20]1[CH:21]=[C:22]([CH:24]=[CH:25][C:26]=1[CH3:27])[NH2:23].[CH2:28]=[O:29].[CH2:30](O)C. (4) Given the product [CH:33]1([C:30]2[C:31]3[C:26](=[C:25]([O:36][CH3:37])[CH:24]=[C:23]([C:21]([N:18]4[CH2:19][CH2:20][C:15]5([CH2:14][C:13](=[O:42])[C:12]6[C:39](=[CH:40][CH:41]=[C:10]([C:6]7[CH:5]=[C:4]([CH:9]=[CH:8][CH:7]=7)[C:3]([OH:43])=[O:2])[CH:11]=6)[O:38]5)[CH2:16][CH2:17]4)=[O:22])[CH:32]=3)[CH:27]=[CH:28][N:29]=2)[CH2:35][CH2:34]1, predict the reactants needed to synthesize it. The reactants are: C[O:2][C:3](=[O:43])[C:4]1[CH:9]=[CH:8][CH:7]=[C:6]([C:10]2[CH:11]=[C:12]3[C:39](=[CH:40][CH:41]=2)[O:38][C:15]2([CH2:20][CH2:19][N:18]([C:21]([C:23]4[CH:32]=[C:31]5[C:26]([CH:27]=[CH:28][N:29]=[C:30]5[CH:33]5[CH2:35][CH2:34]5)=[C:25]([O:36][CH3:37])[CH:24]=4)=[O:22])[CH2:17][CH2:16]2)[CH2:14][C:13]3=[O:42])[CH:5]=1.C1COCC1.[OH-].[Na+]. (5) Given the product [CH3:24][O:25][C:26](=[O:37])[C:27]1[CH:32]=[CH:31][C:30]([NH:33][C:34]([N:17]([C:16]2[N:8]([C:5]3[CH:4]=[CH:3][C:2]([Cl:1])=[CH:7][CH:6]=3)[N:9]=[C:10]3[C:15]=2[CH:14]=[CH:13][CH:12]=[CH:11]3)[C:18]2[CH:19]=[CH:20][CH:21]=[CH:22][CH:23]=2)=[O:35])=[C:29]([Cl:36])[CH:28]=1, predict the reactants needed to synthesize it. The reactants are: [Cl:1][C:2]1[CH:7]=[CH:6][C:5]([N:8]2[C:16]([NH:17][C:18]3[CH:23]=[CH:22][CH:21]=[CH:20][CH:19]=3)=[C:15]3[C:10]([CH:11]=[CH:12][CH:13]=[CH:14]3)=[N:9]2)=[CH:4][CH:3]=1.[CH3:24][O:25][C:26](=[O:37])[C:27]1[CH:32]=[CH:31][C:30]([N:33]=[C:34]=[O:35])=[C:29]([Cl:36])[CH:28]=1.